The task is: Predict the reaction yield, written as a fraction of the theoretical maximum amount of product (1.0 means a 100% yield; for example, 0.34 means a 34% yield).. This data is from Reaction yield outcomes from USPTO patents with 853,638 reactions. The catalyst is C1(P([Pd-](Cl)P(C2C=CC=CC=2)(C2C=CC=CC=2)C2C=CC=CC=2)(C2C=CC=CC=2)C2C=CC=CC=2)C=CC=CC=1. The reactants are [NH2:1][C:2]1[N:6]([CH3:7])[C:5](=[O:8])[C:4]([C:21]2[CH:26]=[CH:25][C:24]([F:27])=[C:23](Br)[CH:22]=2)([C:9]2[CH:14]=[CH:13][C:12]([O:15][C:16]([F:19])([F:18])[F:17])=[C:11]([F:20])[CH:10]=2)[N:3]=1.[CH3:29][N:30]([CH3:33])C=O. The yield is 0.740. The product is [NH2:1][C:2]1[N:6]([CH3:7])[C:5](=[O:8])[C:4]([C:21]2[CH:26]=[CH:25][C:24]([F:27])=[C:23]([C:9]3[CH:29]=[N:30][CH:33]=[C:11]([F:20])[CH:10]=3)[CH:22]=2)([C:9]2[CH:14]=[CH:13][C:12]([O:15][C:16]([F:19])([F:18])[F:17])=[C:11]([F:20])[CH:10]=2)[N:3]=1.